Dataset: Full USPTO retrosynthesis dataset with 1.9M reactions from patents (1976-2016). Task: Predict the reactants needed to synthesize the given product. (1) Given the product [NH2:18][C:16]1[CH:15]=[CH:14][C:3]([O:4][C:5]2[CH:6]=[CH:7][C:8]([CH2:12][OH:13])=[N+:9]([O-:11])[CH:10]=2)=[C:2]([CH3:1])[CH:17]=1, predict the reactants needed to synthesize it. The reactants are: [CH3:1][C:2]1[CH:17]=[C:16]([N+:18]([O-])=O)[CH:15]=[CH:14][C:3]=1[O:4][C:5]1[CH:6]=[CH:7][C:8]([CH2:12][OH:13])=[N+:9]([O-:11])[CH:10]=1. (2) Given the product [Br:2][C:3]1[CH:4]=[CH:5][C:6]([O:7][CH2:8][CH:9]2[CH2:10][CH2:11][N:12]([CH2:24][C:25]([CH3:28])([OH:26])[CH3:27])[CH2:13][CH2:14]2)=[CH:15][CH:16]=1, predict the reactants needed to synthesize it. The reactants are: Cl.[Br:2][C:3]1[CH:16]=[CH:15][C:6]([O:7][CH2:8][CH:9]2[CH2:14][CH2:13][NH:12][CH2:11][CH2:10]2)=[CH:5][CH:4]=1.C([O-])([O-])=O.[K+].[K+].O.[CH3:24][C:25]1([CH3:28])[CH2:27][O:26]1. (3) Given the product [CH:1]([O:4][CH:5]([C:8]1[CH:9]=[N:10][C:11]([CH3:14])=[N:12][CH:13]=1)[CH2:6][NH2:7])([CH3:3])[CH3:2], predict the reactants needed to synthesize it. The reactants are: [CH:1]([O:4][CH:5]([C:8]1[CH:9]=[N:10][C:11]([CH3:14])=[N:12][CH:13]=1)[C:6]#[N:7])([CH3:3])[CH3:2].N. (4) Given the product [CH2:1]([N:3]1[C:7]2=[N:8][C:9]([CH2:29][CH3:30])=[C:10]([CH2:19][NH:20][C:21](=[O:28])[CH2:22][CH2:23][CH2:24][C:25]([NH:31][CH2:32][C:33]3[CH:34]=[C:35]([C:39]4[CH:44]=[CH:43][CH:42]=[C:41]([CH2:45][CH:46]5[CH2:51][CH2:50][NH:49][CH2:48][CH2:47]5)[CH:40]=4)[CH:36]=[CH:37][CH:38]=3)=[O:27])[C:11]([NH:12][CH:13]3[CH2:14][CH2:15][O:16][CH2:17][CH2:18]3)=[C:6]2[CH:5]=[N:4]1)[CH3:2], predict the reactants needed to synthesize it. The reactants are: [CH2:1]([N:3]1[C:7]2=[N:8][C:9]([CH2:29][CH3:30])=[C:10]([CH2:19][NH:20][C:21](=[O:28])[CH2:22][CH2:23][CH2:24][C:25]([OH:27])=O)[C:11]([NH:12][CH:13]3[CH2:18][CH2:17][O:16][CH2:15][CH2:14]3)=[C:6]2[CH:5]=[N:4]1)[CH3:2].[NH2:31][CH2:32][C:33]1[CH:34]=[C:35]([C:39]2[CH:44]=[CH:43][CH:42]=[C:41]([CH2:45][CH:46]3[CH2:51][CH2:50][N:49](C(OC(C)(C)C)=O)[CH2:48][CH2:47]3)[CH:40]=2)[CH:36]=[CH:37][CH:38]=1.CN(C(ON1N=NC2C=CC=CC1=2)=[N+](C)C)C.F[P-](F)(F)(F)(F)F. (5) Given the product [Br:1][C:2]1[C:3]([NH:9][CH2:10][C:11]([OH:13])=[O:12])=[N:4][CH:5]=[C:6]([Br:8])[N:7]=1, predict the reactants needed to synthesize it. The reactants are: [Br:1][C:2]1[C:3]([NH:9][CH2:10][C:11]([O:13]CC)=[O:12])=[N:4][CH:5]=[C:6]([Br:8])[N:7]=1.[OH-].[Na+].O.P(=O)(O)(O)O. (6) Given the product [Cl:32][C:4]1[CH:5]=[C:6]([C:8]2[N:12]([C:13]3[CH:18]=[CH:17][C:16]([S:19]([CH3:22])(=[O:21])=[O:20])=[C:15]([F:23])[CH:14]=3)[N:11]=[C:10]([C:24]([F:25])([F:26])[F:27])[CH:9]=2)[CH:7]=[C:2]([CH3:1])[C:3]=1[OH:28], predict the reactants needed to synthesize it. The reactants are: [CH3:1][C:2]1[CH:7]=[C:6]([C:8]2[N:12]([C:13]3[CH:18]=[CH:17][C:16]([S:19]([CH3:22])(=[O:21])=[O:20])=[C:15]([F:23])[CH:14]=3)[N:11]=[C:10]([C:24]([F:27])([F:26])[F:25])[CH:9]=2)[CH:5]=[CH:4][C:3]=1[OH:28].S(Cl)([Cl:32])(=O)=O.O.